Dataset: Forward reaction prediction with 1.9M reactions from USPTO patents (1976-2016). Task: Predict the product of the given reaction. (1) Given the reactants C[O:2][C:3]([C:5]1[CH:6]=[C:7]([C:16]2[CH:21]=[C:20]([CH:22]=[O:23])[CH:19]=[CH:18][C:17]=2[O:24][C:25]([F:28])([F:27])[F:26])[C:8]2[O:12][CH2:11][C:10]([CH3:14])([CH3:13])[C:9]=2[CH:15]=1)=[O:4].[OH-].[K+], predict the reaction product. The product is: [CH:22]([C:20]1[CH:19]=[CH:18][C:17]([O:24][C:25]([F:26])([F:27])[F:28])=[C:16]([C:7]2[C:8]3[O:12][CH2:11][C:10]([CH3:14])([CH3:13])[C:9]=3[CH:15]=[C:5]([C:3]([OH:4])=[O:2])[CH:6]=2)[CH:21]=1)=[O:23]. (2) Given the reactants C[O:2][C:3]([C:5]1[CH:10]=[CH:9][C:8]([C:11]2[C:12]([CH3:55])([CH3:54])[C@H:13]3[C@:26]([CH3:29])([CH2:27][CH:28]=2)[C@@H:25]2[C@:16]([CH3:53])([C@@:17]4([CH3:52])[C@H:22]([CH2:23][CH2:24]2)[C@H:21]2[C@H:30]([C:33]([CH3:35])=[CH2:34])[CH2:31][CH2:32][C@:20]2([C:36]([NH:38][CH2:39][CH2:40][C:41]([N:43]2[CH2:47][CH2:46][CH2:45][CH:44]2[C:48]([O:50]C)=[O:49])=[O:42])=[O:37])[CH2:19][CH2:18]4)[CH2:15][CH2:14]3)=[CH:7][CH:6]=1)=[O:4].[OH-].[Na+], predict the reaction product. The product is: [C:3]([C:5]1[CH:6]=[CH:7][C:8]([C:11]2[C:12]([CH3:55])([CH3:54])[C@H:13]3[C@:26]([CH3:29])([CH2:27][CH:28]=2)[C@@H:25]2[C@:16]([CH3:53])([C@@:17]4([CH3:52])[C@H:22]([CH2:23][CH2:24]2)[C@H:21]2[C@H:30]([C:33]([CH3:35])=[CH2:34])[CH2:31][CH2:32][C@:20]2([C:36]([NH:38][CH2:39][CH2:40][C:41]([N:43]2[CH2:47][CH2:46][CH2:45][CH:44]2[C:48]([OH:50])=[O:49])=[O:42])=[O:37])[CH2:19][CH2:18]4)[CH2:15][CH2:14]3)=[CH:9][CH:10]=1)([OH:4])=[O:2]. (3) Given the reactants [OH-:1].[Na+].[C:3]1(=[O:16])[C:15]2[C:7]([C:8]3[C:13]([CH:14]=2)=[CH:12][CH:11]=[CH:10][CH:9]=3)=[CH:6][CH:5]=[CH:4]1, predict the reaction product. The product is: [C:7]12([C:11]3[C:12]([C:13]4[C:9]([CH:10]=3)=[CH:9][CH:10]=[CH:11][CH:12]=4)=[CH:13][CH:14]=[CH:15]1)[C:8]1[C:14]([C:15]3[C:7]([CH:8]=1)=[CH:6][CH:5]=[CH:4][CH:3]=3)=[C:4]([C:3]([OH:1])=[O:16])[CH:5]=[CH:6]2.